This data is from Forward reaction prediction with 1.9M reactions from USPTO patents (1976-2016). The task is: Predict the product of the given reaction. (1) The product is: [Cl:13][C:14]1[CH:22]=[CH:21][CH:20]=[CH:19][C:15]=1[C:16]1[N:6]=[C:4]([N:23]2[CH2:28][CH2:27][S:26][CH2:25][CH2:24]2)[C:3]2[C:2](=[CH:10][CH:9]=[C:8]([O:11][CH3:12])[CH:7]=2)[N:1]=1. Given the reactants [NH2:1][C:2]1[CH:10]=[CH:9][C:8]([O:11][CH3:12])=[CH:7][C:3]=1[C:4]([NH2:6])=O.[Cl:13][C:14]1[CH:22]=[CH:21][CH:20]=[CH:19][C:15]=1[C:16](Cl)=O.[NH:23]1[CH2:28][CH2:27][S:26][CH2:25][CH2:24]1, predict the reaction product. (2) The product is: [S:21]1[CH:24]=[CH:23][N:20]=[C:19]1[C:16]1[NH:17][C:18]2[C:14]([CH:15]=1)=[CH:13][CH:12]=[CH:11][C:10]=2[NH:9][S:6]([C:2]1[S:1][CH:5]=[CH:4][CH:3]=1)(=[O:7])=[O:8]. Given the reactants [S:1]1[CH:5]=[CH:4][CH:3]=[C:2]1[S:6]([NH:9][C:10]1[CH:11]=[CH:12][CH:13]=[C:14]2[C:18]=1[NH:17][C:16]([C:19](=[S:21])[NH2:20])=[CH:15]2)(=[O:8])=[O:7].Br[CH2:23][CH:24](OCC)OCC.C(O)C, predict the reaction product. (3) Given the reactants [CH:1]1([NH2:4])[CH2:3][CH2:2]1.[C:5]([C:7]1[CH:8]=[CH:9][C:10]([OH:17])=[C:11]([CH:16]=1)[C:12](OC)=[O:13])#[N:6], predict the reaction product. The product is: [CH:1]1([NH:4][C:12](=[O:13])[C:11]2[CH:16]=[C:7]([C:5]#[N:6])[CH:8]=[CH:9][C:10]=2[OH:17])[CH2:3][CH2:2]1.